This data is from Experimentally validated miRNA-target interactions with 360,000+ pairs, plus equal number of negative samples. The task is: Binary Classification. Given a miRNA mature sequence and a target amino acid sequence, predict their likelihood of interaction. (1) The miRNA is hsa-miR-92b-3p with sequence UAUUGCACUCGUCCCGGCCUCC. The protein sequence of the target gene is MSLDFGSVALPVQNEDEEYDEEDYEREKELQQLLTDLPHDMLDDDLSSPELQYSDCSEDGTDGQPHHPEQLEMSWNEQMLPKSQSVNGYNEIQSLYAGEKCGNVWEENRSKTEDRHPVYHPEEGGDEGGSGYSPPSKCEQTDLYHLPENFRPYTNGQKQEFNNQATNVIKFSDPQWNHFQGPSCQGLEPYNKVTYKPYQSSAQNNGSPAQEITGSDTFEGLQQQFLGANENSAENMQIIQLQVLNKAKERQLENLIEKLNESERQIRYLNHQLVIIKDEKDGLTLSLRESQKLFQNGKER.... Result: 1 (interaction). (2) The miRNA is hsa-miR-3920 with sequence ACUGAUUAUCUUAACUCUCUGA. The protein sequence of the target gene is MFTELRSKLSPPRARAGAVRPGFGERPDVDASAHFSFCQTLLEHTVSAENIPCHLPRTPGTSLTWHDSRSQRASSSRPIKLLQQPGSEIPQARLYSDHYGLYHTSPSLGGLTRPVVLWSQQDVCKWLKKHCPHNYLVYVEAFSQHAITGRALLRLNADKLQRMGLTQEAQRQEVLQQVLHLQVREEGRSLKLLSQASFGNMS. Result: 0 (no interaction). (3) The miRNA is mmu-miR-340-5p with sequence UUAUAAAGCAAUGAGACUGAUU. The protein sequence of the target gene is MAGYEYVSPEQLSGFDKYKYSALDTNPLSLYIMHPFWNTIVKVFPTWLAPNLITFSGFMLLVFNFLLLTYFDPDFYASAPGHKHVPDWVWIVVGILNFAAYTLDGVDGKQARRTNSSTPLGELFDHGLDSWSCVYFVVTVYSIFGRGPTGVSVFVLYLLLWVVLFSFILSHWEKYNTGVLFLPWGYDISQVTISFVYIVTAVVGVEAWYEPFLFNFLYRDLFTAMIIGCALCVTLPMSLLNFFRSYKSNTLKHKSVYEAMVPFFSPCLLFTLCTVWILWSPSDILEIHPRIFYFMVGTAF.... Result: 1 (interaction). (4) The miRNA is mmu-miR-686 with sequence AUUGCUUCCCAGACGGUGAAGA. The protein sequence of the target gene is MGSPRSALSCLLLHLLVLCLQAQVRSAAQKRGPGAGNPADTLGQGHEDRPFGQRSRAGKNFTNPAPNYPEEGSKEQRDSVLPKVTQRHVREQSLVTDQLSRRLIRTYQLYSRTSGKHVQVLANKRINAMAEDGDPFAKLIVETDTFGSRVRVRGAETGLYICMNKKGKLIAKSNGKGKDCVFTEIVLENNYTALQNAKYEGWYMAFTRKGRPRKGSKTRQHQREVHFMKRLPRGHHTTEQSLRFEFLNYPPFTRSLRGSQRTWAPEPR. Result: 0 (no interaction). (5) The miRNA is hsa-miR-4531 with sequence AUGGAGAAGGCUUCUGA. The protein sequence of the target gene is MLSPKDILRKDLKLVHGYPMTCAFASNWEKIEQFHSRPDDIVIATYPKSGTTWVSEIIDMILNDGDIEKCKRGFITEKVPMLEMTLPGLRTSGIEQLEKNPSPRIVKTHLPTDLLPKSFWENNCKMIYLARNAKDVSVSYYHFDLMNNLQPFPGTWEEYLEKFLTGKVAYGSWFTHVKNWWKKKEEHPILFLYYEDMKENPKEEIKKIIRFLEKNLNDEILDRIIHHTSFEVMKDNPLVNYTHLPTTVMDHSKSPFMRKGTAGDWKNYFTVAQNEKFDAIYETEMSKTALQFRTEI. Result: 1 (interaction).